Dataset: Forward reaction prediction with 1.9M reactions from USPTO patents (1976-2016). Task: Predict the product of the given reaction. The product is: [O:17]=[C:10]([N:11]1[CH2:16][CH2:15][CH2:14][CH2:13][CH2:12]1)[C@@H:9]([NH:18][C:19](=[O:25])[O:20][C:21]([CH3:24])([CH3:23])[CH3:22])[CH2:8][C:5]1[CH:6]=[CH:7][C:2]([B:26]2[O:30][C:29]([CH3:32])([CH3:31])[C:28]([CH3:34])([CH3:33])[O:27]2)=[CH:3][CH:4]=1. Given the reactants I[C:2]1[CH:7]=[CH:6][C:5]([CH2:8][C@H:9]([NH:18][C:19](=[O:25])[O:20][C:21]([CH3:24])([CH3:23])[CH3:22])[C:10](=[O:17])[N:11]2[CH2:16][CH2:15][CH2:14][CH2:13][CH2:12]2)=[CH:4][CH:3]=1.[B:26]1([B:26]2[O:30][C:29]([CH3:32])([CH3:31])[C:28]([CH3:34])([CH3:33])[O:27]2)[O:30][C:29]([CH3:32])([CH3:31])[C:28]([CH3:34])([CH3:33])[O:27]1.C(Cl)Cl.C([O-])(=O)C.[K+], predict the reaction product.